This data is from Full USPTO retrosynthesis dataset with 1.9M reactions from patents (1976-2016). The task is: Predict the reactants needed to synthesize the given product. (1) Given the product [CH3:28][O:29][C:30]1[CH:31]=[C:32]([NH:33][C:2]2[C:3]3[NH:18][N:17]=[CH:16][C:4]=3[N:5]=[C:6]([C:8]3[CH:13]=[CH:12][CH:11]=[C:10]([O:14][CH3:15])[CH:9]=3)[N:7]=2)[CH:34]=[CH:35][C:36]=1[O:37][CH3:38], predict the reactants needed to synthesize it. The reactants are: Cl[C:2]1[C:3]2[C:4](=[CH:16][N:17](CC3C=CC(OC)=CC=3)[N:18]=2)[N:5]=[C:6]([C:8]2[CH:13]=[CH:12][CH:11]=[C:10]([O:14][CH3:15])[CH:9]=2)[N:7]=1.[CH3:28][O:29][C:30]1[CH:31]=[C:32]([CH:34]=[CH:35][C:36]=1[O:37][CH3:38])[NH2:33].Cl. (2) Given the product [C:13]([O:17][C:18](=[O:19])[NH:1][C@@:2]([CH2:5][C:6]1[CH:11]=[CH:10][CH:9]=[CH:8][CH:7]=1)([CH3:12])[CH2:3][OH:4])([CH3:16])([CH3:15])[CH3:14], predict the reactants needed to synthesize it. The reactants are: [NH2:1][C@:2]([CH3:12])([CH2:5][C:6]1[CH:11]=[CH:10][CH:9]=[CH:8][CH:7]=1)[CH2:3][OH:4].[C:13]([O:17][C:18](O[C:18]([O:17][C:13]([CH3:16])([CH3:15])[CH3:14])=[O:19])=[O:19])([CH3:16])([CH3:15])[CH3:14]. (3) Given the product [CH3:15][Sn:16]([CH3:18])([CH3:17])[C:7]1[CH:12]=[CH:11][CH:10]=[CH:9][C:8]=1[O:13][CH3:14], predict the reactants needed to synthesize it. The reactants are: [Li]CCCC.Br[C:7]1[CH:12]=[CH:11][CH:10]=[CH:9][C:8]=1[O:13][CH3:14].[CH3:15][Sn:16](Cl)([CH3:18])[CH3:17]. (4) Given the product [Cl:1][C:2]1[CH:3]=[C:4]2[C:8](=[CH:9][CH:10]=1)[N:7]([CH2:11][CH2:12][C:13]([O:15][CH2:16][CH3:17])=[O:14])[C:6]([CH2:18][O:19][S:28]([CH3:27])(=[O:30])=[O:29])=[CH:5]2, predict the reactants needed to synthesize it. The reactants are: [Cl:1][C:2]1[CH:3]=[C:4]2[C:8](=[CH:9][CH:10]=1)[N:7]([CH2:11][CH2:12][C:13]([O:15][CH2:16][CH3:17])=[O:14])[C:6]([CH2:18][OH:19])=[CH:5]2.C(N(CC)CC)C.[CH3:27][S:28](Cl)(=[O:30])=[O:29].C(=O)(O)[O-].[Na+].